From a dataset of B-cell epitopes from IEDB database with 3,159 antigens for binding position prediction. Token-level Classification. Given an antigen amino acid sequence, predict which amino acid positions are active epitope sites capable of antibody binding. Output is a list of indices for active positions. (1) Given the antigen sequence: MQGTWFSLFVVVMVSHLACGGECSFGSHLADMAGLSGRHDKERHQAKKRYYHSMYGNQTPYPYANGQQASPPPQGQLLIIQNPDGSFMIVDQQGVPQVPQAAGGPGSPMNGGYYMPTGVYTAQVVPGTPGHPVQAIPQQPLRTQATATYYHPAAVPPPGPSVFVFTPSSVQPGAEVTPGYSGLQLRQQSQYGYSYPGTTSTPTPPPPASYGYPVFPAFPRLPAFSDSVSVSTEDSGLTGVKDSSSSESTVTPADEAASESEEGDKTSRKSKVKKGILTGLGVAATLAAAAAAAKAVKGFGGTRTSTAPAEAGKTELDDGYRPPPFNPRPSPYAELLKDLERMRKE, which amino acid positions are active epitope sites? The epitope positions are: [234, 235, 236, 237, 238, 239, 240, 241, 242, 243, 244]. The amino acids at these positions are: SGLTGVKDSSS. (2) Given the antigen sequence: MDDETKKLKNKNKETKEGDDVVAAESSFGSVNLHIDPTLITMNDVRQLSTQQNAALNRDLFLALKGKYPNLPDKDKDFHIAMMLYRLAVKSSSLQSDDDTTGITYTREGVEVDLSDKLWTDIVYNSKGIGNRTNALRVWGRTNDALYLAFCRQNRNLSYGGRPLDAGIPAGYHYLCADFLTGAGLTDLECAVYIQAKEQLLKKRGADEVVVTNVRQLGKFNTR, which amino acid positions are active epitope sites? The epitope positions are: [49, 50, 51, 52, 53, 54, 55, 56, 57, 58, 59, 60]. The amino acids at these positions are: TQQNAALNRDLF. (3) The epitope positions are: [22, 23, 24, 25, 26, 27, 28, 29, 30]. The amino acids at these positions are: HWSYGLRPG. Given the antigen sequence: MILKLMAGILLLTVCLEGCSSQHWSYGLRPGGKRNTEHLVESFQEMGKEVDQMAEPQHFECTVHWPRSPLRDLRGALESLIEEEARQKKM, which amino acid positions are active epitope sites? (4) Given the antigen sequence: MASQKRPSQRSKYLATASTMDHARHGFLPRHRDTGILDSIGRFFSGDRGAPKRGSGKVPWLKQSRSPLPSHARSRPGLCHMYKDSHTRTTHYGSLPQKSQHGRTQDENPVVHFFKNIVTPRTPPPSQGKGRGLSLSRFSWGGRDSRSGSPMARR, which amino acid positions are active epitope sites? The epitope positions are: [109, 110, 111, 112, 113, 114, 115, 116, 117, 118, 119, 120, 121, 122]. The amino acids at these positions are: VVHFFKNIVTPRTP. (5) The epitope positions are: [779, 780, 781, 782, 783, 784, 785]. The amino acids at these positions are: RTHRQLY. Given the antigen sequence: MPFVGGAESGDPLGAGRPIGDDECEQYTSSVSLARMLYGGDLAEWVPRVHPKTTIERQQHGPVTFPNASAPTARCVTVVRAPMGSGKTTALIRWLREAIHSPDTSVLVVSCRRSFTQTLATRFAESGLVDFVTYFSSTNYIMNDRPFHQLIVQVESLHRVGPNLLNNYDVLVLDEVMSTLGQLYSPTMQQLGRVDALMLRLLRTCPRIIAMDATANAQLVDFLCGLRGEKNVHVVVGEYAMPGFSARRCLFLPRLGTELLQAALRPPGPPSGPSPDASPDARGATFFGELEARLGGGDNICIFSSTVSFAEIVARFCRQFTDRVLLLHSLTPLGDVTTWGQYRVVIYTTVVTVGLSFDPLHFDGMFAYVKPMNYGPDMVSVYQSLGRVRTLRKGELLIYMDGSGARSEPVFTPMLLNHVVSSCGQWPAQFSQVTNLLCRRFKGRCDASACDTSLGRGSRIYNKFRYKHYFERCTLACLSDSLNILHMLLTLNCIRVRFWG..., which amino acid positions are active epitope sites?